Dataset: Forward reaction prediction with 1.9M reactions from USPTO patents (1976-2016). Task: Predict the product of the given reaction. (1) Given the reactants [NH2:1][C:2]1[CH:7]=[CH:6][C:5]([S:8][C:9]2[N:14]=[C:13]([NH:15][C:16]3[S:17][C:18]([C:21]#[N:22])=[CH:19][N:20]=3)[CH:12]=[C:11]([N:23]3[CH2:28][CH2:27][N:26]([CH3:29])[CH2:25][CH2:24]3)[N:10]=2)=[CH:4][CH:3]=1.C(N(CC)CC)C.[C:37](Cl)(=[O:40])[CH2:38][CH3:39], predict the reaction product. The product is: [C:21]([C:18]1[S:17][C:16]([NH:15][C:13]2[CH:12]=[C:11]([N:23]3[CH2:24][CH2:25][N:26]([CH3:29])[CH2:27][CH2:28]3)[N:10]=[C:9]([S:8][C:5]3[CH:4]=[CH:3][C:2]([NH:1][C:37](=[O:40])[CH2:38][CH3:39])=[CH:7][CH:6]=3)[N:14]=2)=[N:20][CH:19]=1)#[N:22]. (2) Given the reactants C[N:2]([CH3:12])[CH:3]=[C:4]([N+:10]#[C-:11])[C:5]([O:7]CC)=O.[Cl-].[NH4+].[H-].[Al+3].[Li+].[H-].[H-].[H-].[CH2:21]([CH:23]1[CH2:28][CH2:27]C(N)[CH2:25][CH2:24]1)[CH3:22], predict the reaction product. The product is: [CH2:21]([CH:23]1[CH2:28][CH2:27][CH:12]([N:2]2[CH:3]=[C:4]([CH2:5][OH:7])[N:10]=[CH:11]2)[CH2:25][CH2:24]1)[CH3:22]. (3) Given the reactants [CH3:1][O:2][C:3]([NH:5][C@H:6]([C:11]([N:13]1[C@@H:17]([CH3:18])[CH2:16][CH2:15][C@H:14]1[C:19]1[NH:23][C:22]2[C:24]3[C:29]([CH:30]=[CH:31][C:21]=2[N:20]=1)=[CH:28][C:27]1[C:32]2[C:37]([CH2:38][O:39][C:26]=1[CH:25]=3)=[CH:36][C:35]([C:40]1[NH:44][C:43]([C@@H:45]3[CH2:49][CH2:48][C@H:47]([CH3:50])[N:46]3[C:51](=[O:61])[C@@H:52]([NH:56][C:57](=[O:60])[O:58][CH3:59])[CH:53]([CH3:55])[CH3:54])=[N:42][CH:41]=1)=[CH:34][CH:33]=2)=[O:12])[C@@H:7](C)[O:8][CH3:9])=[O:4].COC[C@H](NC(OC)=O)C(O)=O, predict the reaction product. The product is: [CH3:1][O:2][C:3]([NH:5][C@H:6]([C:11]([N:13]1[C@@H:17]([CH3:18])[CH2:16][CH2:15][C@H:14]1[C:19]1[NH:23][C:22]2[C:24]3[C:29]([CH:30]=[CH:31][C:21]=2[N:20]=1)=[CH:28][C:27]1[C:32]2[C:37]([CH2:38][O:39][C:26]=1[CH:25]=3)=[CH:36][C:35]([C:40]1[NH:44][C:43]([C@@H:45]3[CH2:49][CH2:48][C@H:47]([CH3:50])[N:46]3[C:51](=[O:61])[C@@H:52]([NH:56][C:57](=[O:60])[O:58][CH3:59])[CH:53]([CH3:54])[CH3:55])=[N:42][CH:41]=1)=[CH:34][CH:33]=2)=[O:12])[CH2:7][O:8][CH3:9])=[O:4]. (4) Given the reactants C(N(CC)CC)C.[CH3:8][S:9](Cl)(=[O:11])=[O:10].[Br:13][C:14]1[CH:27]=[CH:26][CH:25]=[C:24]2[C:15]=1[S:16][C:17]1[CH:18]=[CH:19][C:20]([NH:28][C@H:29]([CH2:32][CH2:33][O:34][CH3:35])[CH2:30][OH:31])=[CH:21][C:22]=1[S:23]2.O, predict the reaction product. The product is: [CH3:8][S:9]([O:31][CH2:30][C@H:29]([NH:28][C:20]1[CH:19]=[CH:18][C:17]2[S:16][C:15]3[C:24](=[CH:25][CH:26]=[CH:27][C:14]=3[Br:13])[S:23][C:22]=2[CH:21]=1)[CH2:32][CH2:33][O:34][CH3:35])(=[O:11])=[O:10]. (5) Given the reactants [Br:1][C:2]1[CH:3]=[C:4]2[C:8](=[C:9]([C:11]([O:13]C)=[O:12])[CH:10]=1)[NH:7][CH:6]=[C:5]2[CH2:15][CH:16]1[CH2:21][CH2:20][S:19](=[O:23])(=[O:22])[CH2:18][CH2:17]1.[Li+].[OH-], predict the reaction product. The product is: [Br:1][C:2]1[CH:3]=[C:4]2[C:8](=[C:9]([C:11]([OH:13])=[O:12])[CH:10]=1)[NH:7][CH:6]=[C:5]2[CH2:15][CH:16]1[CH2:17][CH2:18][S:19](=[O:22])(=[O:23])[CH2:20][CH2:21]1.